Dataset: Forward reaction prediction with 1.9M reactions from USPTO patents (1976-2016). Task: Predict the product of the given reaction. (1) Given the reactants [CH2:1]([O:3][C:4](=[O:25])[C:5]1[CH:10]=[CH:9][C:8]([N:11]2[C:19]3[C:14](=[CH:15][C:16]([O:21][CH3:22])=[C:17]([OH:20])[CH:18]=3)[C:13]([C:23]#[N:24])=[CH:12]2)=[CH:7][CH:6]=1)[CH3:2].N1C=CC=CC=1.[F:32][C:33]([F:46])([F:45])[S:34](O[S:34]([C:33]([F:46])([F:45])[F:32])(=[O:36])=[O:35])(=[O:36])=[O:35].Cl, predict the reaction product. The product is: [CH2:1]([O:3][C:4](=[O:25])[C:5]1[CH:6]=[CH:7][C:8]([N:11]2[C:19]3[C:14](=[CH:15][C:16]([O:21][CH3:22])=[C:17]([O:20][S:34]([C:33]([F:46])([F:45])[F:32])(=[O:36])=[O:35])[CH:18]=3)[C:13]([C:23]#[N:24])=[CH:12]2)=[CH:9][CH:10]=1)[CH3:2]. (2) Given the reactants [CH3:1][O:2][C:3]1[CH:4]=[C:5]([C:11]2[C:19]3[C:14](=[N:15][CH:16]=[CH:17][CH:18]=3)[NH:13][CH:12]=2)[CH:6]=[CH:7][C:8]=1[O:9][CH3:10].[Cl:20][C:21]1[CH:26]=[CH:25][C:24]([N:27]=[C:28]=[O:29])=[CH:23][CH:22]=1, predict the reaction product. The product is: [Cl:20][C:21]1[CH:26]=[CH:25][C:24]([NH:27][C:28]([N:13]2[C:14]3=[N:15][CH:16]=[CH:17][CH:18]=[C:19]3[C:11]([C:5]3[CH:6]=[CH:7][C:8]([O:9][CH3:10])=[C:3]([O:2][CH3:1])[CH:4]=3)=[CH:12]2)=[O:29])=[CH:23][CH:22]=1.